From a dataset of Ames mutagenicity test results for genotoxicity prediction. Regression/Classification. Given a drug SMILES string, predict its toxicity properties. Task type varies by dataset: regression for continuous values (e.g., LD50, hERG inhibition percentage) or binary classification for toxic/non-toxic outcomes (e.g., AMES mutagenicity, cardiotoxicity, hepatotoxicity). Dataset: ames. (1) The compound is O=C(O)C1(O)CC(O)C(O)C(O)C1. The result is 0 (non-mutagenic). (2) The drug is NC(=O)c1cnccn1. The result is 0 (non-mutagenic). (3) The compound is Nc1ccc(/C=C/C(=O)O)cc1. The result is 0 (non-mutagenic). (4) The compound is CCCCON(OC(C)=O)C(=O)c1ccccc1. The result is 1 (mutagenic).